This data is from Reaction yield outcomes from USPTO patents with 853,638 reactions. The task is: Predict the reaction yield, written as a fraction of the theoretical maximum amount of product (1.0 means a 100% yield; for example, 0.34 means a 34% yield). The reactants are [NH2:1][C:2]1[CH:7]=[C:6]([Cl:8])[CH:5]=[CH:4][C:3]=1[SH:9].Br[CH2:11][C:12]1[CH:17]=[CH:16][CH:15]=[CH:14][CH:13]=1.C([O-])([O-])=O.[K+].[K+]. The catalyst is CN(C=O)C. The product is [CH2:11]([S:9][C:3]1[CH:4]=[CH:5][C:6]([Cl:8])=[CH:7][C:2]=1[NH2:1])[C:12]1[CH:17]=[CH:16][CH:15]=[CH:14][CH:13]=1. The yield is 1.00.